This data is from Reaction yield outcomes from USPTO patents with 853,638 reactions. The task is: Predict the reaction yield, written as a fraction of the theoretical maximum amount of product (1.0 means a 100% yield; for example, 0.34 means a 34% yield). (1) The reactants are [N:1]1([OH:6])[CH:5]=[CH:4][CH:3]=[N:2]1.CCN(C(C)C)C(C)C.[CH:16]1[CH:21]=[CH:20][C:19]([CH2:22]Br)=[CH:18][CH:17]=1. The catalyst is C(Cl)Cl. The product is [CH2:22]([O:6][N:1]1[CH:5]=[CH:4][CH:3]=[N:2]1)[C:19]1[CH:20]=[CH:21][CH:16]=[CH:17][CH:18]=1. The yield is 0.560. (2) The reactants are [N:1]1([C:5]([C:7]2[N:12]=[CH:11][C:10]([O:13][C:14]3[CH:15]=[C:16]([CH:27]=[C:28]([O:30]CC4C=CC=CC=4)[CH:29]=3)[C:17]([NH:19][C:20]3[CH:25]=[N:24][C:23]([CH3:26])=[CH:22][N:21]=3)=[O:18])=[CH:9][CH:8]=2)=[O:6])[CH2:4][CH2:3][CH2:2]1.CO. The catalyst is C(OCC)(=O)C.C(O)C.[Pd]. The product is [N:1]1([C:5]([C:7]2[N:12]=[CH:11][C:10]([O:13][C:14]3[CH:15]=[C:16]([CH:27]=[C:28]([OH:30])[CH:29]=3)[C:17]([NH:19][C:20]3[CH:25]=[N:24][C:23]([CH3:26])=[CH:22][N:21]=3)=[O:18])=[CH:9][CH:8]=2)=[O:6])[CH2:2][CH2:3][CH2:4]1. The yield is 0.990. (3) The reactants are C(O)(C(F)(F)F)=O.[S:8]1[CH:12]=[CH:11][C:10]([C@H:13]2[C@H:22]3[CH2:23][CH2:24][N:25]([C:26]([O:28]C(C)(C)C)=O)[C@H:21]3[C:20]3[CH:19]=[CH:18][CH:17]=[CH:16][C:15]=3[NH:14]2)=[CH:9]1.[OH-].[Na+].[C:35]([NH:43][C:44]1[CH:52]=[CH:51][CH:50]=[CH:49][C:45]=1C(O)=O)(=[O:42])[C:36]1[CH:41]=[CH:40][CH:39]=[CH:38][CH:37]=1.C(N(CC)CC)C.CCOC(OC(OCC)=O)=O. The catalyst is O. The product is [S:8]1[CH:12]=[CH:11][C:10]([C@H:13]2[C@H:22]3[CH2:23][CH2:24][N:25]([C:26]([C:45]4[CH:49]=[CH:50][CH:51]=[CH:52][C:44]=4[NH:43][C:35](=[O:42])[C:36]4[CH:37]=[CH:38][CH:39]=[CH:40][CH:41]=4)=[O:28])[C@H:21]3[C:20]3[CH:15]=[CH:16][CH:17]=[CH:18][C:19]=3[NH:14]2)=[CH:9]1. The yield is 0.430. (4) The reactants are C([O:3][C:4]([C:6]1[C:7]([CH:21]([F:23])[F:22])=[N:8][N:9]([C:15]2[CH:20]=[CH:19][CH:18]=[CH:17][CH:16]=2)[C:10]=1[C:11]([F:14])([F:13])[F:12])=[O:5])C.[OH-].[Na+]. The catalyst is C(O)C. The product is [C:15]1([N:9]2[C:10]([C:11]([F:14])([F:13])[F:12])=[C:6]([C:4]([OH:5])=[O:3])[C:7]([CH:21]([F:22])[F:23])=[N:8]2)[CH:16]=[CH:17][CH:18]=[CH:19][CH:20]=1. The yield is 0.940. (5) The reactants are [O:1]=[C:2]1[C:6]2([CH2:11][CH2:10][NH:9][CH2:8][CH2:7]2)[N:5]([C:12]2[CH:17]=[CH:16][CH:15]=[CH:14][CH:13]=2)[CH2:4][N:3]1[CH2:18][C:19]1[CH:31]=[CH:30][CH:29]=[CH:28][C:20]=1[C:21]([O:23][C:24]([CH3:27])([CH3:26])[CH3:25])=[O:22].[I-].[Na+].C(=O)([O-])[O-].[K+].[K+].Cl[CH2:41][CH2:42][CH2:43][N:44]1[C:52]2[C:47](=[CH:48][CH:49]=[CH:50][CH:51]=2)[C:46]([CH3:54])([CH3:53])[C:45]1=[O:55]. The catalyst is CC(=O)CC. The product is [CH3:54][C:46]1([CH3:53])[C:47]2[C:52](=[CH:51][CH:50]=[CH:49][CH:48]=2)[N:44]([CH2:43][CH2:42][CH2:41][N:9]2[CH2:8][CH2:7][C:6]3([N:5]([C:12]4[CH:13]=[CH:14][CH:15]=[CH:16][CH:17]=4)[CH2:4][N:3]([CH2:18][C:19]4[CH:31]=[CH:30][CH:29]=[CH:28][C:20]=4[C:21]([O:23][C:24]([CH3:27])([CH3:25])[CH3:26])=[O:22])[C:2]3=[O:1])[CH2:11][CH2:10]2)[C:45]1=[O:55]. The yield is 0.690. (6) The reactants are [H-].[Na+].[CH3:3][CH2:4][O:5][C:6]([CH:8](P(OCC)(OCC)=O)[CH3:9])=[O:7].[C:18]([O:22][C:23]([N:25]1[CH2:30][CH2:29][CH2:28][CH2:27][CH2:26]1)=[O:24])([CH3:21])([CH3:20])[CH3:19]. The catalyst is COCCOC. The product is [C:18]([O:22][C:23]([N:25]1[CH2:30][CH2:29][C:28](=[C:8]([C:6]([O:5][CH2:4][CH3:3])=[O:7])[CH3:9])[CH2:27][CH2:26]1)=[O:24])([CH3:21])([CH3:19])[CH3:20]. The yield is 0.370. (7) The reactants are [S:1]1[CH:5]=[CH:4][CH:3]=[CH:2]1.[Li]CCCC.[CH2:11]1[O:14][C@H:12]1[CH3:13].B(F)(F)F.CCOCC.CCN(C(C)C)C(C)C.[CH3:33][S:34](Cl)(=[O:36])=[O:35]. The catalyst is C1COCC1.C(Cl)Cl. The product is [CH3:33][S:34]([O:14][C@@H:12]([CH3:13])[CH2:11][C:2]1[S:1][CH:5]=[CH:4][CH:3]=1)(=[O:36])=[O:35]. The yield is 0.680.